Regression. Given a peptide amino acid sequence and an MHC pseudo amino acid sequence, predict their binding affinity value. This is MHC class I binding data. From a dataset of Peptide-MHC class I binding affinity with 185,985 pairs from IEDB/IMGT. (1) The peptide sequence is QFKQDAKYSH. The MHC is HLA-A11:01 with pseudo-sequence HLA-A11:01. The binding affinity (normalized) is 0. (2) The peptide sequence is CVMASSALL. The MHC is HLA-A68:02 with pseudo-sequence HLA-A68:02. The binding affinity (normalized) is 0.864. (3) The peptide sequence is FQPQVGQFI. The MHC is H-2-Kb with pseudo-sequence H-2-Kb. The binding affinity (normalized) is 0.0258. (4) The peptide sequence is MPTDGLVGF. The MHC is HLA-B35:01 with pseudo-sequence HLA-B35:01. The binding affinity (normalized) is 0.619. (5) The peptide sequence is RRRKGWIPL. The MHC is HLA-C04:01 with pseudo-sequence HLA-C04:01. The binding affinity (normalized) is 0.213. (6) The peptide sequence is RKWGLDFCY. The MHC is HLA-B07:02 with pseudo-sequence HLA-B07:02. The binding affinity (normalized) is 0.158. (7) The peptide sequence is YVIKVSARV. The MHC is Patr-A0101 with pseudo-sequence Patr-A0101. The binding affinity (normalized) is 0.